Dataset: Full USPTO retrosynthesis dataset with 1.9M reactions from patents (1976-2016). Task: Predict the reactants needed to synthesize the given product. (1) Given the product [Cl:18][C:19]1[CH:24]=[CH:23][C:22]([NH:25][C:26]2[O:12][C:3]3[C:4]([C:5]([O:7][CH3:8])=[O:6])=[CH:9][CH:10]=[CH:11][C:2]=3[N:1]=2)=[CH:21][CH:20]=1, predict the reactants needed to synthesize it. The reactants are: [NH2:1][C:2]1[C:3]([OH:12])=[C:4]([CH:9]=[CH:10][CH:11]=1)[C:5]([O:7][CH3:8])=[O:6].C1COCC1.[Cl:18][C:19]1[CH:24]=[CH:23][C:22]([N:25]=[C:26]=S)=[CH:21][CH:20]=1. (2) Given the product [Cl:30][C:16]1[N:15]=[CH:14][C:13]2[C:18](=[CH:19][C:20]([F:21])=[C:11]([C:5]3[CH:4]=[C:3]([O:2][CH3:1])[CH:8]=[C:7]([O:9][CH3:10])[CH:6]=3)[CH:12]=2)[N:17]=1, predict the reactants needed to synthesize it. The reactants are: [CH3:1][O:2][C:3]1[CH:4]=[C:5]([C:11]2[CH:12]=[C:13]3[C:18](=[CH:19][C:20]=2[F:21])[N:17]=[C:16](O)[N:15]=[CH:14]3)[CH:6]=[C:7]([O:9][CH3:10])[CH:8]=1.C(=O)(O)[O-].[Na+].O=P(Cl)(Cl)[Cl:30].